Dataset: Reaction yield outcomes from USPTO patents with 853,638 reactions. Task: Predict the reaction yield, written as a fraction of the theoretical maximum amount of product (1.0 means a 100% yield; for example, 0.34 means a 34% yield). (1) The reactants are [Cl:1][C:2]1[N:10]=[C:9]2[C:5]([N:6]=[C:7]([CH2:12][CH:13]=O)[N:8]2[CH3:11])=[C:4]([N:15]2[CH2:20][CH2:19][O:18][CH2:17][CH2:16]2)[N:3]=1.[CH:21]([N:24]1[CH2:29][CH2:28][NH:27][CH2:26][C:25]1=[O:30])([CH3:23])[CH3:22].C(O[BH-](OC(=O)C)OC(=O)C)(=O)C.[Na+]. The catalyst is ClCCCl. The product is [Cl:1][C:2]1[N:10]=[C:9]2[C:5]([N:6]=[C:7]([CH2:12][CH2:13][N:27]3[CH2:28][CH2:29][N:24]([CH:21]([CH3:23])[CH3:22])[C:25](=[O:30])[CH2:26]3)[N:8]2[CH3:11])=[C:4]([N:15]2[CH2:20][CH2:19][O:18][CH2:17][CH2:16]2)[N:3]=1. The yield is 0.330. (2) The reactants are [H-].[Al+3].[Li+].[H-].[H-].[H-].C[O:8][C:9](=O)[C:10]([NH2:19])([C:12]1[CH:17]=[CH:16][CH:15]=[C:14]([Br:18])[CH:13]=1)[CH3:11].[O-]S([O-])(=O)=O.[Na+].[Na+].[H][H]. The catalyst is C1COCC1. The product is [NH2:19][C:10]([C:12]1[CH:17]=[CH:16][CH:15]=[C:14]([Br:18])[CH:13]=1)([CH3:11])[CH2:9][OH:8]. The yield is 0.850.